From a dataset of Reaction yield outcomes from USPTO patents with 853,638 reactions. Predict the reaction yield, written as a fraction of the theoretical maximum amount of product (1.0 means a 100% yield; for example, 0.34 means a 34% yield). (1) The reactants are [OH:1][C:2]1[C:3]([CH3:12])=[C:4]([CH:9]=[CH:10][CH:11]=1)[C:5]([O:7][CH3:8])=[O:6].[Br:13]Br.[O-]S([O-])(=S)=O.[Na+].[Na+]. The catalyst is ClCCl. The product is [Br:13][C:9]1[C:4]([C:5]([O:7][CH3:8])=[O:6])=[C:3]([CH3:12])[C:2]([OH:1])=[CH:11][CH:10]=1. The yield is 0.920. (2) The reactants are [Cl-].O[NH3+:3].[C:4](=[O:7])([O-])[OH:5].[Na+].CS(C)=O.[CH2:13]([C:17]1[N:21]([CH2:22][C:23]2[CH:28]=[CH:27][C:26]([C:29]3[C:30]([C:35]#[N:36])=[CH:31][CH:32]=[CH:33][CH:34]=3)=[CH:25][CH:24]=2)[C:20](=[O:37])[N:19]([C:38]2[CH:43]=[CH:42][CH:41]=[CH:40][CH:39]=2)[N:18]=1)[CH2:14][CH2:15][CH3:16]. The catalyst is C(OCC)(=O)C. The product is [CH2:13]([C:17]1[N:21]([CH2:22][C:23]2[CH:28]=[CH:27][C:26]([C:29]3[CH:34]=[CH:33][CH:32]=[CH:31][C:30]=3[C:35]3[NH:3][C:4](=[O:7])[O:5][N:36]=3)=[CH:25][CH:24]=2)[C:20](=[O:37])[N:19]([C:38]2[CH:43]=[CH:42][CH:41]=[CH:40][CH:39]=2)[N:18]=1)[CH2:14][CH2:15][CH3:16]. The yield is 0.340. (3) The reactants are [C:1]([C:5]1[C:6](=[O:16])[C:7](=[O:15])[CH:8]=[C:9]([C:11]([CH3:14])([CH3:13])[CH3:12])[CH:10]=1)([CH3:4])([CH3:3])[CH3:2].[N+:17]([O-])([OH:19])=[O:18].O. The catalyst is C(O)(=O)C. The product is [C:11]([C:9]1[CH:10]=[C:5]([C:1]([CH3:4])([CH3:2])[CH3:3])[C:6](=[O:16])[C:7](=[O:15])[C:8]=1[N+:17]([O-:19])=[O:18])([CH3:14])([CH3:13])[CH3:12]. The yield is 0.240. (4) The reactants are [N:1]([CH:4]([C:26]1[CH:31]=[CH:30][CH:29]=[C:28]([C:32]2[N:33]=[N:34][NH:35][N:36]=2)[CH:27]=1)[C:5]1[CH:25]=[CH:24][C:8]([CH2:9][O:10][C:11]2[CH:16]=[CH:15][C:14]([C:17](=[O:19])[CH3:18])=[C:13]([OH:20])[C:12]=2[CH2:21][CH2:22][CH3:23])=[CH:7][CH:6]=1)=[N+]=[N-].C1(P(C2C=CC=CC=2)C2C=CC=CC=2)C=CC=CC=1.O. The catalyst is O1CCCC1. The product is [NH2:1][CH:4]([C:26]1[CH:31]=[CH:30][CH:29]=[C:28]([C:32]2[NH:36][N:35]=[N:34][N:33]=2)[CH:27]=1)[C:5]1[CH:25]=[CH:24][C:8]([CH2:9][O:10][C:11]2[CH:16]=[CH:15][C:14]([C:17](=[O:19])[CH3:18])=[C:13]([OH:20])[C:12]=2[CH2:21][CH2:22][CH3:23])=[CH:7][CH:6]=1. The yield is 0.520. (5) The reactants are [CH2:1]([C:3]1[CH:4]=[CH:5][C:6]([CH:9]2[CH2:13][O:12]S(=O)[O:10]2)=[N:7][CH:8]=1)[CH3:2].O[C:16]1[CH:23]=[CH:22][C:19]([CH:20]=[O:21])=[CH:18][CH:17]=1. The catalyst is CN(C=O)C. The product is [CH2:1]([C:3]1[CH:4]=[CH:5][C:6]([CH:9]([OH:10])[CH2:13][O:12][C:16]2[CH:23]=[CH:22][C:19]([CH:20]=[O:21])=[CH:18][CH:17]=2)=[N:7][CH:8]=1)[CH3:2]. The yield is 0.470. (6) The reactants are [I:1][C:2]1[C:6]2[N:7]=[C:8]([NH:11][C:12]3[CH:17]=[CH:16][C:15]([O:18][CH2:19][CH2:20][O:21][CH3:22])=[CH:14][CH:13]=3)[N:9]=[CH:10][C:5]=2[NH:4][CH:3]=1.CCN(C(C)C)C(C)C.[C:32]1([S:38](Cl)(=[O:40])=[O:39])[CH:37]=[CH:36][CH:35]=[CH:34][CH:33]=1. The catalyst is CN(C1C=CN=CC=1)C.C(Cl)Cl. The product is [I:1][C:2]1[C:6]2[N:7]=[C:8]([NH:11][C:12]3[CH:13]=[CH:14][C:15]([O:18][CH2:19][CH2:20][O:21][CH3:22])=[CH:16][CH:17]=3)[N:9]=[CH:10][C:5]=2[N:4]([S:38]([C:32]2[CH:37]=[CH:36][CH:35]=[CH:34][CH:33]=2)(=[O:40])=[O:39])[CH:3]=1. The yield is 0.750. (7) The reactants are Br[C:2]1[CH:3]=[C:4]2[C:10]([C:11]3[CH:12]=[N:13][N:14]([CH2:16][C:17]4[CH:22]=[CH:21][C:20]([O:23][CH3:24])=[CH:19][CH:18]=4)[CH:15]=3)=[CH:9][N:8]([S:25]([C:28]3[CH:34]=[CH:33][C:31]([CH3:32])=[CH:30][CH:29]=3)(=[O:27])=[O:26])[C:5]2=[N:6][CH:7]=1.CC1(C)C(C)(C)OB([C:43]2[CH:44]=[C:45]([NH:49][S:50]([CH3:53])(=[O:52])=[O:51])[CH:46]=[CH:47][CH:48]=2)O1.C(=O)([O-])[O-].[Na+].[Na+]. The catalyst is Cl[Pd](Cl)([P](C1C=CC=CC=1)(C1C=CC=CC=1)C1C=CC=CC=1)[P](C1C=CC=CC=1)(C1C=CC=CC=1)C1C=CC=CC=1.C1(C)C=CC=CC=1.C(O)C.O. The product is [CH3:24][O:23][C:20]1[CH:19]=[CH:18][C:17]([CH2:16][N:14]2[CH:15]=[C:11]([C:10]3[C:4]4[C:5](=[N:6][CH:7]=[C:2]([C:43]5[CH:44]=[C:45]([NH:49][S:50]([CH3:53])(=[O:51])=[O:52])[CH:46]=[CH:47][CH:48]=5)[CH:3]=4)[N:8]([S:25]([C:28]4[CH:29]=[CH:30][C:31]([CH3:32])=[CH:33][CH:34]=4)(=[O:27])=[O:26])[CH:9]=3)[CH:12]=[N:13]2)=[CH:22][CH:21]=1. The yield is 0.893.